From a dataset of HIV replication inhibition screening data with 41,000+ compounds from the AIDS Antiviral Screen. Binary Classification. Given a drug SMILES string, predict its activity (active/inactive) in a high-throughput screening assay against a specified biological target. (1) The drug is CCCCCCCCCCCCCCCCCCOCC(CCP(=O)(CP(=O)(O)O)Oc1ccccc1)OCCCCCCCCCCCCCCCCCC. The result is 0 (inactive). (2) The compound is CN(C)c1c([O-])c(=[N+](C)C)c1=O. The result is 0 (inactive).